Dataset: Catalyst prediction with 721,799 reactions and 888 catalyst types from USPTO. Task: Predict which catalyst facilitates the given reaction. (1) Reactant: C[O:2][C:3](=[O:23])/[C:4](/[C:12]1[CH:17]=[CH:16][C:15]([S:18]([CH3:21])(=[O:20])=[O:19])=[C:14]([Cl:22])[CH:13]=1)=[N:5]/[O:6][CH:7]1[CH2:11][CH2:10][CH2:9][CH2:8]1.[OH-].[Li+].O. Product: [Cl:22][C:14]1[CH:13]=[C:12](/[C:4](=[N:5]\[O:6][CH:7]2[CH2:11][CH2:10][CH2:9][CH2:8]2)/[C:3]([OH:23])=[O:2])[CH:17]=[CH:16][C:15]=1[S:18]([CH3:21])(=[O:20])=[O:19]. The catalyst class is: 254. (2) Reactant: [NH2:1][C:2]1[N:7]([C:8]2[CH:13]=[C:12]([F:14])[CH:11]=[CH:10][C:9]=2[F:15])[C:6](=[S:16])[NH:5][C:4](=[O:17])[CH:3]=1.[N:18]([O-])=O.[Na+].S(S([O-])=O)([O-])=O.[Na+].[Na+]. Product: [NH2:18][C:3]1[C:4](=[O:17])[NH:5][C:6](=[S:16])[N:7]([C:8]2[CH:13]=[C:12]([F:14])[CH:11]=[CH:10][C:9]=2[F:15])[C:2]=1[NH2:1]. The catalyst class is: 86. (3) Product: [Br:8][C:9]1[CH:10]=[C:11]([CH2:21][C:22]([N:40]2[CH2:39][CH2:38][CH:37]([N:29]3[C:30]4[C:31](=[N:32][CH:33]=[CH:34][CH:35]=4)[NH:36][C:28]3=[O:27])[CH2:42][CH2:41]2)=[O:24])[C:12](=[O:20])[N:13]([CH2:15][C:16]([F:17])([F:18])[F:19])[CH:14]=1. The catalyst class is: 3. Reactant: C(N(CC)CC)C.[Br:8][C:9]1[CH:10]=[C:11]([CH2:21][C:22]([OH:24])=O)[C:12](=[O:20])[N:13]([CH2:15][C:16]([F:19])([F:18])[F:17])[CH:14]=1.Cl.Cl.[O:27]=[C:28]1[NH:36][C:31]2=[N:32][CH:33]=[CH:34][CH:35]=[C:30]2[N:29]1[CH:37]1[CH2:42][CH2:41][NH:40][CH2:39][CH2:38]1.C(Cl)CCl.C1C=NC2N(O)N=NC=2C=1.C(=O)(O)[O-].[Na+]. (4) Reactant: CS(O[CH2:6][C:7]#[C:8][C:9]1[S:29][C:12]2=[N:13][C:14]([CH3:28])=[CH:15][C:16]([NH:17][S:18]([C:21]3[CH:26]=[CH:25][CH:24]=[C:23]([Cl:27])[CH:22]=3)(=[O:20])=[O:19])=[C:11]2[C:10]=1[C:30]1[CH:35]=[CH:34][CH:33]=[C:32]([O:36][CH3:37])[CH:31]=1)(=O)=O.[NH:38]1[CH2:43][CH2:42][O:41][CH2:40][CH2:39]1. Product: [Cl:27][C:23]1[CH:22]=[C:21]([S:18]([NH:17][C:16]2[CH:15]=[C:14]([CH3:28])[N:13]=[C:12]3[S:29][C:9]([C:8]#[C:7][CH2:6][N:38]4[CH2:43][CH2:42][O:41][CH2:40][CH2:39]4)=[C:10]([C:30]4[CH:35]=[CH:34][CH:33]=[C:32]([O:36][CH3:37])[CH:31]=4)[C:11]=23)(=[O:20])=[O:19])[CH:26]=[CH:25][CH:24]=1. The catalyst class is: 1. (5) Reactant: [CH3:1][O:2][C:3](=[O:12])[C:4]1[CH:9]=[CH:8][C:7]([CH:10]=O)=[CH:6][CH:5]=1.[F:13][C:14]([F:26])([F:25])[O:15][C:16]1[CH:21]=[CH:20][C:19]([CH2:22][C:23]#[N:24])=[CH:18][CH:17]=1.C(=O)([O-])[O-].[K+].[K+]. Product: [CH3:1][O:2][C:3](=[O:12])[C:4]1[CH:9]=[CH:8][C:7]([CH:10]=[C:22]([C:23]#[N:24])[C:19]2[CH:20]=[CH:21][C:16]([O:15][C:14]([F:13])([F:25])[F:26])=[CH:17][CH:18]=2)=[CH:6][CH:5]=1. The catalyst class is: 5. (6) Reactant: [NH2:1][C:2]1[N:7]([C:8]2[CH:13]=[CH:12][C:11]([CH2:14][CH2:15][NH:16][C:17]([CH3:26])([C:19]([O:21]C(C)(C)C)=[O:20])[CH3:18])=[CH:10][CH:9]=2)[C:6](=[O:27])[CH:5]=[CH:4][C:3]=1[C:28](=[O:37])[C:29]1[CH:34]=[CH:33][C:32]([F:35])=[CH:31][C:30]=1[F:36].FC(F)(F)C(O)=O. Product: [NH2:1][C:2]1[N:7]([C:8]2[CH:9]=[CH:10][C:11]([CH2:14][CH2:15][NH:16][C:17]([CH3:18])([C:19]([OH:21])=[O:20])[CH3:26])=[CH:12][CH:13]=2)[C:6](=[O:27])[CH:5]=[CH:4][C:3]=1[C:28](=[O:37])[C:29]1[CH:34]=[CH:33][C:32]([F:35])=[CH:31][C:30]=1[F:36]. The catalyst class is: 2.